From a dataset of Reaction yield outcomes from USPTO patents with 853,638 reactions. Predict the reaction yield, written as a fraction of the theoretical maximum amount of product (1.0 means a 100% yield; for example, 0.34 means a 34% yield). The reactants are [C:1]([C:3]1[C:8]2[N:9]([CH2:12][C:13]([OH:15])=O)[CH:10]=[N:11][C:7]=2[CH:6]=[CH:5][CH:4]=1)#[N:2].CCN(C(C)C)C(C)C.C(Cl)(=O)C(C)(C)C.[NH2:32][CH2:33][C:34]1[CH:39]=[CH:38][C:37]([C:40]([CH3:44])([CH3:43])[C:41]#[N:42])=[CH:36][C:35]=1[CH3:45]. The catalyst is C(Cl)Cl. The product is [C:1]([C:3]1[C:8]2[N:9]([CH2:12][C:13]([NH:32][CH2:33][C:34]3[CH:39]=[CH:38][C:37]([C:40]([C:41]#[N:42])([CH3:43])[CH3:44])=[CH:36][C:35]=3[CH3:45])=[O:15])[CH:10]=[N:11][C:7]=2[CH:6]=[CH:5][CH:4]=1)#[N:2]. The yield is 0.300.